From a dataset of Full USPTO retrosynthesis dataset with 1.9M reactions from patents (1976-2016). Predict the reactants needed to synthesize the given product. (1) Given the product [Cl:1][C:2]1[N:11]=[CH:10][C:9]([NH:12][C:13]([C:15]2[N:19]([CH3:20])[N:18]=[C:17]([C:21]([F:26])([F:27])[C:22]([F:23])([F:24])[F:25])[C:16]=2[C:28]([F:30])([F:31])[F:29])=[O:14])=[CH:8][C:3]=1[C:4]([OH:6])=[O:5], predict the reactants needed to synthesize it. The reactants are: [Cl:1][C:2]1[N:11]=[CH:10][C:9]([NH:12][C:13]([C:15]2[N:19]([CH3:20])[N:18]=[C:17]([C:21]([F:27])([F:26])[C:22]([F:25])([F:24])[F:23])[C:16]=2[C:28]([F:31])([F:30])[F:29])=[O:14])=[CH:8][C:3]=1[C:4]([O:6]C)=[O:5].[OH-].[Na+]. (2) Given the product [F:19][C:20]1[CH:21]=[CH:22][C:23]([C:29]2[N:30]=[CH:31][CH:32]=[CH:33][N:34]=2)=[C:24]([C:25]([N:13]2[CH2:14][CH:15]3[CH:11]([CH2:10][N:9]([C:5]4[N:4]=[C:3]([C:2]([F:1])([F:17])[F:18])[CH:8]=[CH:7][N:6]=4)[CH2:16]3)[CH2:12]2)=[O:26])[CH:28]=1, predict the reactants needed to synthesize it. The reactants are: [F:1][C:2]([F:18])([F:17])[C:3]1[CH:8]=[CH:7][N:6]=[C:5]([N:9]2[CH2:16][CH:15]3[CH:11]([CH2:12][NH:13][CH2:14]3)[CH2:10]2)[N:4]=1.[F:19][C:20]1[CH:21]=[CH:22][C:23]([C:29]2[N:34]=[CH:33][CH:32]=[CH:31][N:30]=2)=[C:24]([CH:28]=1)[C:25](O)=[O:26]. (3) Given the product [CH2:1]([O:5][CH2:6][CH2:7][O:8][C:9]1[CH:10]=[CH:11][C:12]([C:15]2[CH:16]=[CH:17][C:18]3[N:24]([CH2:25][CH:26]([CH3:27])[CH3:28])[CH2:23][CH2:22][C:21]([C:29]([NH:31][C:32]4[CH:33]=[CH:34][C:35]([S:38]([CH2:39][C:40]5[N:41]([CH2:45][CH2:46][CH2:47][CH3:48])[CH:42]=[N:43][CH:44]=5)=[O:58])=[CH:36][CH:37]=4)=[O:30])=[CH:20][C:19]=3[CH:49]=2)=[CH:13][CH:14]=1)[CH2:2][CH2:3][CH3:4], predict the reactants needed to synthesize it. The reactants are: [CH2:1]([O:5][CH2:6][CH2:7][O:8][C:9]1[CH:14]=[CH:13][C:12]([C:15]2[CH:16]=[CH:17][C:18]3[N:24]([CH2:25][CH:26]([CH3:28])[CH3:27])[CH2:23][CH2:22][C:21]([C:29]([NH:31][C:32]4[CH:37]=[CH:36][C:35]([S:38][CH2:39][C:40]5[N:41]([CH2:45][CH2:46][CH2:47][CH3:48])[CH:42]=[N:43][CH:44]=5)=[CH:34][CH:33]=4)=[O:30])=[CH:20][C:19]=3[CH:49]=2)=[CH:11][CH:10]=1)[CH2:2][CH2:3][CH3:4].ClC1C=CC=C(C(OO)=[O:58])C=1.S([O-])([O-])(=O)=S.[Na+].[Na+]. (4) Given the product [CH:1]1([N:4]([CH2:28][CH3:29])[C:5]2[N:10]=[CH:9][C:8]([CH2:11][N:12]([C:21]3[CH:22]=[CH:23][C:24]([F:27])=[CH:25][CH:26]=3)[C:13]([CH:15]3[CH2:16][CH2:17][N:18]([CH2:30][C:31]4[CH:36]=[CH:35][CH:34]=[CH:33][CH:32]=4)[CH2:19][CH2:20]3)=[O:14])=[CH:7][CH:6]=2)[CH2:2][CH2:3]1, predict the reactants needed to synthesize it. The reactants are: [CH:1]1([N:4]([CH2:28][CH3:29])[C:5]2[N:10]=[CH:9][C:8]([CH2:11][N:12]([C:21]3[CH:26]=[CH:25][C:24]([F:27])=[CH:23][CH:22]=3)[C:13]([CH:15]3[CH2:20][CH2:19][NH:18][CH2:17][CH2:16]3)=[O:14])=[CH:7][CH:6]=2)[CH2:3][CH2:2]1.[CH2:30](Br)[C:31]1[CH:36]=[CH:35][CH:34]=[CH:33][CH:32]=1.C(=O)([O-])[O-].[K+].[K+]. (5) The reactants are: F[C:2]1[N:7]2[CH:8]=[C:9]([CH2:11][N:12]3[C@H:25]4[C@H:16]([CH2:17][CH2:18][C:19]5[C:24]4=[N:23][CH:22]=[CH:21][CH:20]=5)[CH2:15][CH2:14][CH2:13]3)[N:10]=[C:6]2[CH:5]=[CH:4][CH:3]=1.[CH3:26][N:27]1[CH2:32][CH2:31][NH:30][CH2:29][CH2:28]1. Given the product [CH3:26][N:27]1[CH2:32][CH2:31][N:30]([C:2]2[N:7]3[CH:8]=[C:9]([CH2:11][N:12]4[C@H:25]5[C@H:16]([CH2:17][CH2:18][C:19]6[C:24]5=[N:23][CH:22]=[CH:21][CH:20]=6)[CH2:15][CH2:14][CH2:13]4)[N:10]=[C:6]3[CH:5]=[CH:4][CH:3]=2)[CH2:29][CH2:28]1, predict the reactants needed to synthesize it. (6) Given the product [F:32][C:26]1[CH:27]=[CH:28][CH:29]=[C:30]([F:31])[C:25]=1[NH:24][C:22](=[O:23])[C:21]1[CH:33]=[C:17]([C:9]2[N:10]=[C:11]3[CH:16]=[CH:15][CH:14]=[CH:13][N:12]3[C:8]=2[C:6]2[CH:5]=[CH:4][N:3]=[C:2]([NH:40][C:39]3[CH:41]=[CH:42][C:43]([N:45]4[CH2:46][CH2:47][N:48]([S:51]([CH3:54])(=[O:53])=[O:52])[CH2:49][CH2:50]4)=[CH:44][C:38]=3[O:37][CH3:36])[N:7]=2)[CH:18]=[CH:19][C:20]=1[O:34][CH3:35], predict the reactants needed to synthesize it. The reactants are: Cl[C:2]1[N:7]=[C:6]([C:8]2[N:12]3[CH:13]=[CH:14][CH:15]=[CH:16][C:11]3=[N:10][C:9]=2[C:17]2[CH:18]=[CH:19][C:20]([O:34][CH3:35])=[C:21]([CH:33]=2)[C:22]([NH:24][C:25]2[C:30]([F:31])=[CH:29][CH:28]=[CH:27][C:26]=2[F:32])=[O:23])[CH:5]=[CH:4][N:3]=1.[CH3:36][O:37][C:38]1[CH:44]=[C:43]([N:45]2[CH2:50][CH2:49][N:48]([S:51]([CH3:54])(=[O:53])=[O:52])[CH2:47][CH2:46]2)[CH:42]=[CH:41][C:39]=1[NH2:40].C1(C)C=CC(S(O)(=O)=O)=CC=1.C(O)C(F)(F)F.N. (7) Given the product [C:3]([C:2]([NH:1][C:35](=[O:36])[C:34]1[CH:38]=[CH:39][C:31]([O:30][C:29]([F:28])([F:40])[F:41])=[CH:32][CH:33]=1)([CH3:18])[CH2:5][O:6][C:7]1[CH:8]=[CH:9][C:10]2[CH2:14][O:13][B:12]([OH:15])[C:11]=2[C:16]=1[F:17])#[N:4], predict the reactants needed to synthesize it. The reactants are: [NH2:1][C:2]([CH3:18])([CH2:5][O:6][C:7]1[CH:8]=[CH:9][C:10]2[CH2:14][O:13][B:12]([OH:15])[C:11]=2[C:16]=1[F:17])[C:3]#[N:4].CCN(C(C)C)C(C)C.[F:28][C:29]([F:41])([F:40])[O:30][C:31]1[CH:39]=[CH:38][C:34]([C:35](Cl)=[O:36])=[CH:33][CH:32]=1.Cl. (8) Given the product [C:1]([C:4]1[C:9]([O:10][CH2:11][CH2:12][CH2:13][C:14]([OH:16])=[O:15])=[C:8]([CH2:19][CH2:20][CH3:21])[C:7]([O:22][CH2:23][CH2:24][CH2:25][S:26][C:27]2[CH:32]=[CH:31][C:30]([C:33](=[O:35])[CH3:34])=[C:29]([OH:36])[C:28]=2[CH2:37][CH2:38][CH3:39])=[CH:6][CH:5]=1)(=[O:3])[CH3:2], predict the reactants needed to synthesize it. The reactants are: [C:1]([C:4]1[C:9]([O:10][CH2:11][CH2:12][CH2:13][C:14]([O:16]CC)=[O:15])=[C:8]([CH2:19][CH2:20][CH3:21])[C:7]([O:22][CH2:23][CH2:24][CH2:25][S:26][C:27]2[CH:32]=[CH:31][C:30]([C:33](=[O:35])[CH3:34])=[C:29]([OH:36])[C:28]=2[CH2:37][CH2:38][CH3:39])=[CH:6][CH:5]=1)(=[O:3])[CH3:2].[OH-].[Na+].O.Cl.